This data is from M1 muscarinic receptor antagonist screen with 61,756 compounds. The task is: Binary Classification. Given a drug SMILES string, predict its activity (active/inactive) in a high-throughput screening assay against a specified biological target. (1) The result is 0 (inactive). The molecule is FC(F)(F)c1cc(C(N2CCN(CC2)C)c2n(nnn2)Cc2ccccc2)ccc1. (2) The drug is s1c(CNn2c(nc3c(c2=O)cccc3)C)ccc1. The result is 0 (inactive). (3) The compound is o1c(nnc1c1ccccc1)c1c(cccc1)C. The result is 0 (inactive). (4) The drug is O(c1ccc(C(N2CCCC2)CNC(=O)Cc2cc(OC)c(OC)c(OC)c2)cc1)C. The result is 0 (inactive). (5) The result is 0 (inactive). The drug is s1c(NC(=O)Nc2ccc(CN3CCN(CC3)CC)cc2)ccc1. (6) The compound is O=c1n(c2c(c(=O)n1CCC(=O)NCc1occc1)cccc2)Cc1nc2n(c(=O)c1)cccc2. The result is 0 (inactive). (7) The compound is Clc1n(c([n+](c1)C)C(O)C)C. The result is 0 (inactive). (8) The molecule is Brc1cc2c(NCc3occc3)ncnc2cc1. The result is 0 (inactive).